This data is from Full USPTO retrosynthesis dataset with 1.9M reactions from patents (1976-2016). The task is: Predict the reactants needed to synthesize the given product. (1) Given the product [CH2:27]([O:24][CH2:23][CH:21]1[CH2:22][N:20]1[C:1]([C:8]1[CH:13]=[CH:12][CH:11]=[CH:10][CH:9]=1)([C:14]1[CH:15]=[CH:16][CH:17]=[CH:18][CH:19]=1)[C:2]1[CH:3]=[CH:4][CH:5]=[CH:6][CH:7]=1)[C:28]1[CH:33]=[CH:32][CH:31]=[CH:30][CH:29]=1, predict the reactants needed to synthesize it. The reactants are: [C:1]([N:20]1[CH2:22][CH:21]1[CH2:23][OH:24])([C:14]1[CH:19]=[CH:18][CH:17]=[CH:16][CH:15]=1)([C:8]1[CH:13]=[CH:12][CH:11]=[CH:10][CH:9]=1)[C:2]1[CH:7]=[CH:6][CH:5]=[CH:4][CH:3]=1.[H-].[Na+].[CH2:27](Br)[C:28]1[CH:33]=[CH:32][CH:31]=[CH:30][CH:29]=1. (2) Given the product [CH2:1]([O:8][CH2:35][CH:21]1[CH2:22][CH:23]([C:25]2[CH:30]=[CH:29][C:28]([C:31]([F:34])([F:33])[F:32])=[CH:27][CH:26]=2)[CH2:24][N:19]([C:17]([N:11]2[CH2:16][CH2:15][O:14][CH2:13][CH2:12]2)=[O:18])[CH2:20]1)[C:2]1[CH:7]=[CH:6][CH:5]=[CH:4][CH:3]=1, predict the reactants needed to synthesize it. The reactants are: [CH2:1]([OH:8])[C:2]1[CH:7]=[CH:6][CH:5]=[CH:4][CH:3]=1.[H-].[Na+].[N:11]1([C:17]([N:19]2[CH2:24][CH:23]([C:25]3[CH:30]=[CH:29][C:28]([C:31]([F:34])([F:33])[F:32])=[CH:27][CH:26]=3)[CH2:22][CH:21]([CH2:35]S([O-])(=O)=O)[CH2:20]2)=[O:18])[CH2:16][CH2:15][O:14][CH2:13][CH2:12]1.O.